Dataset: NCI-60 drug combinations with 297,098 pairs across 59 cell lines. Task: Regression. Given two drug SMILES strings and cell line genomic features, predict the synergy score measuring deviation from expected non-interaction effect. (1) Drug 1: C1=C(C(=O)NC(=O)N1)F. Drug 2: CC1C(C(CC(O1)OC2CC(CC3=C2C(=C4C(=C3O)C(=O)C5=CC=CC=C5C4=O)O)(C(=O)C)O)N)O. Cell line: NCI/ADR-RES. Synergy scores: CSS=35.3, Synergy_ZIP=-7.43, Synergy_Bliss=-6.53, Synergy_Loewe=-3.69, Synergy_HSA=-2.30. (2) Drug 1: CN(CC1=CN=C2C(=N1)C(=NC(=N2)N)N)C3=CC=C(C=C3)C(=O)NC(CCC(=O)O)C(=O)O. Drug 2: CC1CCC2CC(C(=CC=CC=CC(CC(C(=O)C(C(C(=CC(C(=O)CC(OC(=O)C3CCCCN3C(=O)C(=O)C1(O2)O)C(C)CC4CCC(C(C4)OC)O)C)C)O)OC)C)C)C)OC. Cell line: NCI-H322M. Synergy scores: CSS=24.7, Synergy_ZIP=-0.771, Synergy_Bliss=0.533, Synergy_Loewe=-18.0, Synergy_HSA=-0.607. (3) Drug 1: CC1OCC2C(O1)C(C(C(O2)OC3C4COC(=O)C4C(C5=CC6=C(C=C35)OCO6)C7=CC(=C(C(=C7)OC)O)OC)O)O. Drug 2: CC1C(C(CC(O1)OC2CC(OC(C2O)C)OC3=CC4=CC5=C(C(=O)C(C(C5)C(C(=O)C(C(C)O)O)OC)OC6CC(C(C(O6)C)O)OC7CC(C(C(O7)C)O)OC8CC(C(C(O8)C)O)(C)O)C(=C4C(=C3C)O)O)O)O. Cell line: OVCAR3. Synergy scores: CSS=41.3, Synergy_ZIP=-4.24, Synergy_Bliss=2.74, Synergy_Loewe=-2.59, Synergy_HSA=3.53. (4) Drug 1: C1=NC2=C(N1)C(=S)N=C(N2)N. Drug 2: CN(C(=O)NC(C=O)C(C(C(CO)O)O)O)N=O. Cell line: SF-539. Synergy scores: CSS=24.1, Synergy_ZIP=0.292, Synergy_Bliss=0.928, Synergy_Loewe=-10.3, Synergy_HSA=1.70. (5) Synergy scores: CSS=-2.71, Synergy_ZIP=1.20, Synergy_Bliss=-0.388, Synergy_Loewe=-3.33, Synergy_HSA=-2.66. Drug 1: CS(=O)(=O)C1=CC(=C(C=C1)C(=O)NC2=CC(=C(C=C2)Cl)C3=CC=CC=N3)Cl. Drug 2: C1C(C(OC1N2C=NC3=C(N=C(N=C32)Cl)N)CO)O. Cell line: SNB-75.